This data is from NCI-60 drug combinations with 297,098 pairs across 59 cell lines. The task is: Regression. Given two drug SMILES strings and cell line genomic features, predict the synergy score measuring deviation from expected non-interaction effect. (1) Drug 1: C1=CC(=CC=C1CC(C(=O)O)N)N(CCCl)CCCl.Cl. Drug 2: C1CC(C1)(C(=O)O)C(=O)O.[NH2-].[NH2-].[Pt+2]. Cell line: OVCAR-5. Synergy scores: CSS=13.5, Synergy_ZIP=-4.07, Synergy_Bliss=-1.46, Synergy_Loewe=-5.83, Synergy_HSA=-4.30. (2) Drug 1: CC1C(C(=O)NC(C(=O)N2CCCC2C(=O)N(CC(=O)N(C(C(=O)O1)C(C)C)C)C)C(C)C)NC(=O)C3=C4C(=C(C=C3)C)OC5=C(C(=O)C(=C(C5=N4)C(=O)NC6C(OC(=O)C(N(C(=O)CN(C(=O)C7CCCN7C(=O)C(NC6=O)C(C)C)C)C)C(C)C)C)N)C. Drug 2: CC1C(C(CC(O1)OC2CC(OC(C2O)C)OC3=CC4=CC5=C(C(=O)C(C(C5)C(C(=O)C(C(C)O)O)OC)OC6CC(C(C(O6)C)O)OC7CC(C(C(O7)C)O)OC8CC(C(C(O8)C)O)(C)O)C(=C4C(=C3C)O)O)O)O. Cell line: HOP-62. Synergy scores: CSS=32.8, Synergy_ZIP=-1.37, Synergy_Bliss=0.309, Synergy_Loewe=-4.82, Synergy_HSA=-0.937.